From a dataset of Forward reaction prediction with 1.9M reactions from USPTO patents (1976-2016). Predict the product of the given reaction. Given the reactants [C:1]([O:5][C:6](=[O:39])[CH2:7][CH:8]1[CH2:13][CH:12]([CH2:14][CH2:15][C:16]2[N:17]([CH:34]([CH3:36])[CH3:35])[CH:18]=[C:19]([C:28]3[CH:33]=[CH:32][CH:31]=[CH:30][N:29]=3)[C:20]=2[C:21]2[CH:26]=[CH:25][C:24]([F:27])=[CH:23][CH:22]=2)[O:11][C:10]([CH3:38])([CH3:37])[O:9]1)([CH3:4])([CH3:3])[CH3:2].[I:40]N1C(=O)CCC1=O.C(Cl)Cl.C([O-])(O)=O.[Na+], predict the reaction product. The product is: [C:1]([O:5][C:6](=[O:39])[CH2:7][CH:8]1[CH2:13][CH:12]([CH2:14][CH2:15][C:16]2[N:17]([CH:34]([CH3:35])[CH3:36])[C:18]([I:40])=[C:19]([C:28]3[CH:33]=[CH:32][CH:31]=[CH:30][N:29]=3)[C:20]=2[C:21]2[CH:22]=[CH:23][C:24]([F:27])=[CH:25][CH:26]=2)[O:11][C:10]([CH3:37])([CH3:38])[O:9]1)([CH3:4])([CH3:2])[CH3:3].